From a dataset of Forward reaction prediction with 1.9M reactions from USPTO patents (1976-2016). Predict the product of the given reaction. (1) Given the reactants FC(F)(F)C(O)=O.[C:8]([C:10]1[CH:11]=[C:12]([C:20]2[O:24][N:23]=[C:22]([C:25]3[CH:33]=[C:32]4[C:28]([C:29]([CH2:34][CH2:35][C:36]([O:38]C(C)(C)C)=[O:37])=[CH:30][NH:31]4)=[CH:27][CH:26]=3)[N:21]=2)[CH:13]=[CH:14][C:15]=1[O:16][CH:17]([CH3:19])[CH3:18])#[N:9], predict the reaction product. The product is: [C:8]([C:10]1[CH:11]=[C:12]([C:20]2[O:24][N:23]=[C:22]([C:25]3[CH:33]=[C:32]4[C:28]([C:29]([CH2:34][CH2:35][C:36]([OH:38])=[O:37])=[CH:30][NH:31]4)=[CH:27][CH:26]=3)[N:21]=2)[CH:13]=[CH:14][C:15]=1[O:16][CH:17]([CH3:19])[CH3:18])#[N:9]. (2) Given the reactants S(=O)(=O)(O)O.[N+:6]([O-:9])(O)=[O:7].[CH2:10]([C:13]1[CH:17]=[C:16]([C:18]([OH:20])=[O:19])[NH:15][N:14]=1)[CH2:11][CH3:12], predict the reaction product. The product is: [N+:6]([C:17]1[C:13]([CH2:10][CH2:11][CH3:12])=[N:14][NH:15][C:16]=1[C:18]([OH:20])=[O:19])([O-:9])=[O:7]. (3) Given the reactants CS(Cl)(=O)=O.[CH2:6]([N:8]([CH2:11][CH3:12])[CH2:9][CH3:10])C.[CH2:13]([C:15]1[CH:20]=[CH:19][CH:18]=[C:17]([CH2:21][CH3:22])[C:16]=1[C:23]1[N:28]=[C:27]([C:29]([F:32])([F:31])[F:30])C(CO)=[C:25]([O:35][CH3:36])[CH:24]=1)[CH3:14].C([O-])([O-])=O.[K+].[K+], predict the reaction product. The product is: [CH2:13]([C:15]1[CH:20]=[CH:19][CH:18]=[C:17]([CH2:21][CH3:22])[C:16]=1[C:23]1[N:28]=[C:27]([C:29]([F:32])([F:31])[F:30])[C:10]([CH2:9][N:8]([CH3:6])[C@@H:11]2[C:12]3[C:17](=[CH:16][CH:15]=[CH:13][CH:14]=3)[CH2:18][CH2:19][CH2:20]2)=[C:25]([O:35][CH3:36])[CH:24]=1)[CH3:14]. (4) Given the reactants ClC1C(OC2C=CC(OC(F)(F)F)=C(Cl)C=2)=CC(F)=C(C=1)C(OC(C)(C)C)=O.[CH:29]1([C:32]2[C:33]([CH2:46][O:47][C:48]3[CH:53]=[CH:52][C:51]([Cl:54])=[C:50]([Cl:55])[CH:49]=3)=[CH:34][C:35]([F:45])=[C:36]([CH:44]=2)[C:37]([O:39]C(C)(C)C)=[O:38])[CH2:31][CH2:30]1, predict the reaction product. The product is: [CH:29]1([C:32]2[C:33]([CH2:46][O:47][C:48]3[CH:53]=[CH:52][C:51]([Cl:54])=[C:50]([Cl:55])[CH:49]=3)=[CH:34][C:35]([F:45])=[C:36]([CH:44]=2)[C:37]([OH:39])=[O:38])[CH2:31][CH2:30]1. (5) Given the reactants [CH:1]1([CH2:4][O:5][CH2:6][C:7]2[CH:8]=[CH:9][C:10]([NH2:14])=[N:11][C:12]=2[CH3:13])[CH2:3][CH2:2]1.[Cl:15][C:16]1[CH:21]=[C:20]([Cl:22])[CH:19]=[C:18]([CH3:23])[C:17]=1[S:24](Cl)(=[O:26])=[O:25], predict the reaction product. The product is: [Cl:15][C:16]1[CH:21]=[C:20]([Cl:22])[CH:19]=[C:18]([CH3:23])[C:17]=1[S:24]([NH:14][C:10]1[CH:9]=[CH:8][C:7]([CH2:6][O:5][CH2:4][CH:1]2[CH2:3][CH2:2]2)=[C:12]([CH3:13])[N:11]=1)(=[O:26])=[O:25]. (6) Given the reactants [C:1]12([CH2:11][NH:12][C:13]([C:15]3[N:20]4[CH:21]=[C:22]([CH2:24][C:25](O)=[O:26])[N:23]=[C:19]4[CH:18]=[CH:17][CH:16]=3)=[O:14])[CH2:10][CH:5]3[CH2:6][CH:7]([CH2:9][CH:3]([CH2:4]3)[CH2:2]1)[CH2:8]2.[CH3:28][C@@H:29]1[CH2:34][NH:33][CH2:32][CH2:31][NH:30]1.F[P-](F)(F)(F)(F)F.N1(O[P+](N(C)C)(N(C)C)N(C)C)C2C=CC=CC=2N=N1, predict the reaction product. The product is: [C:1]12([CH2:11][NH:12][C:13]([C:15]3[N:20]4[CH:21]=[C:22]([CH2:24][C:25]([N:33]5[CH2:32][CH2:31][NH:30][C@H:29]([CH3:28])[CH2:34]5)=[O:26])[N:23]=[C:19]4[CH:18]=[CH:17][CH:16]=3)=[O:14])[CH2:8][CH:7]3[CH2:9][CH:3]([CH2:4][CH:5]([CH2:6]3)[CH2:10]1)[CH2:2]2. (7) Given the reactants [Al+3].[Cl-].[Cl-].[Cl-].[C:5]1([CH3:11])C=CC=C[CH:6]=1.[Br:12][C:13]1[CH:19]=[CH:18][C:16]([NH2:17])=[CH:15][CH:14]=1.B(Cl)(Cl)Cl.[OH2:24], predict the reaction product. The product is: [NH2:17][C:16]1[CH:18]=[CH:19][C:13]([Br:12])=[CH:14][C:15]=1[C:6](=[O:24])[CH2:5][CH3:11]. (8) Given the reactants [Li+].[OH-].CS([O:7][CH2:8][CH2:9][O:10][C:11]1[C:16]([CH3:17])=[CH:15][C:14]([C:18]2[N:27]([C:28]3[CH:33]=[CH:32][C:31]([N:34](S(C)(=O)=O)[S:35]([CH3:38])(=[O:37])=[O:36])=[CH:30][CH:29]=3)[C:26](=[O:43])[C:25]3[C:20](=[CH:21][CH:22]=[CH:23][CH:24]=3)[N:19]=2)=[CH:13][C:12]=1[CH3:44])(=O)=O, predict the reaction product. The product is: [OH:7][CH2:8][CH2:9][O:10][C:11]1[C:12]([CH3:44])=[CH:13][C:14]([C:18]2[N:27]([C:28]3[CH:33]=[CH:32][C:31]([NH:34][S:35]([CH3:38])(=[O:36])=[O:37])=[CH:30][CH:29]=3)[C:26](=[O:43])[C:25]3[C:20](=[CH:21][CH:22]=[CH:23][CH:24]=3)[N:19]=2)=[CH:15][C:16]=1[CH3:17].